This data is from Forward reaction prediction with 1.9M reactions from USPTO patents (1976-2016). The task is: Predict the product of the given reaction. (1) Given the reactants [CH3:1][O:2][C:3](=[O:23])[C:4]1[CH:9]=[C:8]([C:10]#[C:11][CH2:12][CH2:13][N:14]2[CH2:18][CH2:17][O:16][C:15]2=[O:19])[CH:7]=[C:6]([CH3:20])[C:5]=1[O:21][CH3:22].[CH2:24]([SnH:28]([CH2:33][CH2:34][CH2:35][CH3:36])[CH2:29][CH2:30][CH2:31][CH3:32])[CH2:25][CH2:26][CH3:27], predict the reaction product. The product is: [CH3:1][O:2][C:3](=[O:23])[C:4]1[CH:9]=[C:8]([C:10]([Sn:28]([CH2:29][CH2:30][CH2:31][CH3:32])([CH2:33][CH2:34][CH2:35][CH3:36])[CH2:24][CH2:25][CH2:26][CH3:27])=[CH:11][CH2:12][CH2:13][N:14]2[CH2:18][CH2:17][O:16][C:15]2=[O:19])[CH:7]=[C:6]([CH3:20])[C:5]=1[O:21][CH3:22]. (2) Given the reactants [CH2:1]([N:4]([CH2:12][C:13](=[N:20][OH:21])[C:14]1[CH:19]=[N:18][CH:17]=[CH:16][N:15]=1)[C:5](=[O:11])[O:6][C:7]([CH3:10])([CH3:9])[CH3:8])[CH:2]=[CH2:3], predict the reaction product. The product is: [N:15]1[CH:16]=[CH:17][N:18]=[CH:19][C:14]=1[C:13]12[CH2:12][N:4]([C:5]([O:6][C:7]([CH3:10])([CH3:9])[CH3:8])=[O:11])[CH2:1][CH:2]1[CH2:3][O:21][NH:20]2.